The task is: Predict which catalyst facilitates the given reaction.. This data is from Catalyst prediction with 721,799 reactions and 888 catalyst types from USPTO. (1) The catalyst class is: 1. Reactant: [CH3:1][O:2][C:3]1[C:10]([CH3:11])=[C:9]([CH3:12])[C:8]([O:13][CH3:14])=[C:7]([CH3:15])[C:4]=1[CH:5]=[O:6].[CH2:16]([Mg]Br)[CH:17]=[CH2:18]. Product: [CH3:1][O:2][C:3]1[C:10]([CH3:11])=[C:9]([CH3:12])[C:8]([O:13][CH3:14])=[C:7]([CH3:15])[C:4]=1[CH:5]([OH:6])[CH2:18][CH:17]=[CH2:16]. (2) Product: [ClH:1].[O:20]=[C:19]1[N:15]([C:12]2[N:11]=[CH:10][C:9]([C:7]([OH:8])=[O:6])=[CH:14][CH:13]=2)[NH:16][CH:17]=[C:18]1[N:21]1[CH:25]=[CH:24][N:23]=[N:22]1. Reactant: [ClH:1].C([O:6][C:7]([C:9]1[CH:10]=[N:11][C:12]([N:15]2[C:19](=[O:20])[C:18]([N:21]3[CH:25]=[CH:24][N:23]=[N:22]3)=[CH:17][NH:16]2)=[CH:13][CH:14]=1)=[O:8])(C)(C)C. The catalyst class is: 157.